From a dataset of Full USPTO retrosynthesis dataset with 1.9M reactions from patents (1976-2016). Predict the reactants needed to synthesize the given product. (1) Given the product [CH2:25]([O:24][C:22]([C:21]1[C:20]2([C:18]([O:17][CH2:15][CH3:16])=[O:19])[N:57]([CH2:56][CH2:55][C:54]3[C:58]4[C:51](=[CH:50][CH:49]=[C:48]([O:47][CH3:46])[CH:59]=4)[NH:52][C:53]=32)[CH:7]=[C:6]([C:5](=[O:14])[C:4]2[CH:3]=[C:2]([Br:1])[CH:11]=[CH:10][C:9]=2[OH:8])[CH:12]=1)=[O:23])[CH3:26], predict the reactants needed to synthesize it. The reactants are: [Br:1][C:2]1[CH:3]=[C:4]2[C:9](=[CH:10][CH:11]=1)[O:8][CH:7]=[C:6]([CH:12]=O)[C:5]2=[O:14].[CH2:15]([O:17][C:18]([C:20]#[C:21][C:22]([O:24][CH2:25][CH3:26])=[O:23])=[O:19])[CH3:16].C1(P(C2C=CC=CC=2)C2C=CC=CC=2)C=CC=CC=1.[CH3:46][O:47][C:48]1[CH:59]=[C:58]2[C:51]([NH:52][CH:53]=[C:54]2[CH2:55][CH2:56][NH2:57])=[CH:50][CH:49]=1. (2) Given the product [F:1][C:2]1([F:13])[CH2:7][CH2:6][CH:5]([CH2:8][OH:9])[CH2:4][CH2:3]1, predict the reactants needed to synthesize it. The reactants are: [F:1][C:2]1([F:13])[CH2:7][CH2:6][CH:5]([C:8](OCC)=[O:9])[CH2:4][CH2:3]1.[H-].[H-].[H-].[H-].[Li+].[Al+3].